This data is from NCI-60 drug combinations with 297,098 pairs across 59 cell lines. The task is: Regression. Given two drug SMILES strings and cell line genomic features, predict the synergy score measuring deviation from expected non-interaction effect. (1) Synergy scores: CSS=13.4, Synergy_ZIP=3.27, Synergy_Bliss=6.92, Synergy_Loewe=0.930, Synergy_HSA=7.73. Cell line: RXF 393. Drug 2: C1=NC2=C(N1)C(=S)N=C(N2)N. Drug 1: CC1=C(C=C(C=C1)NC2=NC=CC(=N2)N(C)C3=CC4=NN(C(=C4C=C3)C)C)S(=O)(=O)N.Cl. (2) Drug 2: CC1=CC=C(C=C1)C2=CC(=NN2C3=CC=C(C=C3)S(=O)(=O)N)C(F)(F)F. Cell line: TK-10. Drug 1: CC1C(C(CC(O1)OC2CC(CC3=C2C(=C4C(=C3O)C(=O)C5=C(C4=O)C(=CC=C5)OC)O)(C(=O)C)O)N)O.Cl. Synergy scores: CSS=21.0, Synergy_ZIP=-4.04, Synergy_Bliss=1.81, Synergy_Loewe=-7.25, Synergy_HSA=-0.150. (3) Drug 1: CCN(CC)CCNC(=O)C1=C(NC(=C1C)C=C2C3=C(C=CC(=C3)F)NC2=O)C. Drug 2: CC1=C(N=C(N=C1N)C(CC(=O)N)NCC(C(=O)N)N)C(=O)NC(C(C2=CN=CN2)OC3C(C(C(C(O3)CO)O)O)OC4C(C(C(C(O4)CO)O)OC(=O)N)O)C(=O)NC(C)C(C(C)C(=O)NC(C(C)O)C(=O)NCCC5=NC(=CS5)C6=NC(=CS6)C(=O)NCCC[S+](C)C)O. Cell line: NCI-H226. Synergy scores: CSS=17.5, Synergy_ZIP=-3.56, Synergy_Bliss=0.886, Synergy_Loewe=-8.91, Synergy_HSA=-1.52. (4) Synergy scores: CSS=0.920, Synergy_ZIP=-1.10, Synergy_Bliss=-1.08, Synergy_Loewe=-1.71, Synergy_HSA=-1.63. Drug 1: C1=NNC2=C1C(=O)NC=N2. Cell line: A549. Drug 2: C(CN)CNCCSP(=O)(O)O. (5) Drug 1: CCC1(CC2CC(C3=C(CCN(C2)C1)C4=CC=CC=C4N3)(C5=C(C=C6C(=C5)C78CCN9C7C(C=CC9)(C(C(C8N6C=O)(C(=O)OC)O)OC(=O)C)CC)OC)C(=O)OC)O.OS(=O)(=O)O. Drug 2: CC=C1C(=O)NC(C(=O)OC2CC(=O)NC(C(=O)NC(CSSCCC=C2)C(=O)N1)C(C)C)C(C)C. Cell line: A549. Synergy scores: CSS=40.4, Synergy_ZIP=1.95, Synergy_Bliss=2.22, Synergy_Loewe=-29.7, Synergy_HSA=0.312.